From a dataset of Retrosynthesis with 50K atom-mapped reactions and 10 reaction types from USPTO. Predict the reactants needed to synthesize the given product. (1) Given the product COc1cc(C(=O)c2cn(C(C)C)c3ncncc23)cc(NC(=O)Cc2ccc(C#N)cc2)n1, predict the reactants needed to synthesize it. The reactants are: COc1cc(C(=O)c2cn(C(C)C)c3ncncc23)cc(Cl)n1.N#Cc1ccc(CC(N)=O)cc1. (2) Given the product O=C(O)CCCc1ccc(O)cc1, predict the reactants needed to synthesize it. The reactants are: COc1ccc(CCCC(=O)O)cc1. (3) Given the product CC(C)(C)OC(=O)N[C@@H](Cc1ccc(-c2cc(Cl)nc(N)n2)cc1)C(=O)O, predict the reactants needed to synthesize it. The reactants are: CC(C)(C)OC(=O)N[C@@H](Cc1ccc(B2OC(C)(C)C(C)(C)O2)cc1)C(=O)O.Nc1nc(Cl)cc(Cl)n1. (4) Given the product C[Si](C)(C)CCOCn1cnc(CO)c1F, predict the reactants needed to synthesize it. The reactants are: CCOC(=O)c1ncn(COCC[Si](C)(C)C)c1F.